This data is from NCI-60 drug combinations with 297,098 pairs across 59 cell lines. The task is: Regression. Given two drug SMILES strings and cell line genomic features, predict the synergy score measuring deviation from expected non-interaction effect. (1) Drug 1: C1CC(C1)(C(=O)O)C(=O)O.[NH2-].[NH2-].[Pt+2]. Drug 2: CC(C)(C#N)C1=CC(=CC(=C1)CN2C=NC=N2)C(C)(C)C#N. Cell line: SNB-75. Synergy scores: CSS=-1.59, Synergy_ZIP=0.485, Synergy_Bliss=1.87, Synergy_Loewe=-1.57, Synergy_HSA=-0.830. (2) Drug 1: C1=CC(=CC=C1C#N)C(C2=CC=C(C=C2)C#N)N3C=NC=N3. Drug 2: C1CCC(C(C1)N)N.C(=O)(C(=O)[O-])[O-].[Pt+4]. Cell line: EKVX. Synergy scores: CSS=8.83, Synergy_ZIP=-4.60, Synergy_Bliss=-4.60, Synergy_Loewe=-0.702, Synergy_HSA=-3.59. (3) Drug 1: CN(C)N=NC1=C(NC=N1)C(=O)N. Drug 2: CC1C(C(=O)NC(C(=O)N2CCCC2C(=O)N(CC(=O)N(C(C(=O)O1)C(C)C)C)C)C(C)C)NC(=O)C3=C4C(=C(C=C3)C)OC5=C(C(=O)C(=C(C5=N4)C(=O)NC6C(OC(=O)C(N(C(=O)CN(C(=O)C7CCCN7C(=O)C(NC6=O)C(C)C)C)C)C(C)C)C)N)C. Cell line: NCI-H322M. Synergy scores: CSS=-11.6, Synergy_ZIP=7.27, Synergy_Bliss=-8.03, Synergy_Loewe=-12.2, Synergy_HSA=-11.1. (4) Drug 1: C1=CC(=CC=C1CC(C(=O)O)N)N(CCCl)CCCl.Cl. Drug 2: CC1CCC2CC(C(=CC=CC=CC(CC(C(=O)C(C(C(=CC(C(=O)CC(OC(=O)C3CCCCN3C(=O)C(=O)C1(O2)O)C(C)CC4CCC(C(C4)OC)OCCO)C)C)O)OC)C)C)C)OC. Cell line: K-562. Synergy scores: CSS=23.4, Synergy_ZIP=-4.76, Synergy_Bliss=-3.41, Synergy_Loewe=-5.55, Synergy_HSA=-3.45.